This data is from Acute oral toxicity (LD50) regression data from Zhu et al.. The task is: Regression/Classification. Given a drug SMILES string, predict its toxicity properties. Task type varies by dataset: regression for continuous values (e.g., LD50, hERG inhibition percentage) or binary classification for toxic/non-toxic outcomes (e.g., AMES mutagenicity, cardiotoxicity, hepatotoxicity). Dataset: ld50_zhu. (1) The drug is CC(C)OP(=S)(OC(C)C)SCn1ncccc1=O. The rat oral LD50 is 3.81, given as -log10 of the dose in mol/kg body weight (higher means more acutely toxic). (2) The drug is CCC(C)=O. The rat oral LD50 is 1.42, given as -log10 of the dose in mol/kg body weight (higher means more acutely toxic). (3) The drug is C1CN1. The rat oral LD50 is 3.46, given as -log10 of the dose in mol/kg body weight (higher means more acutely toxic). (4) The compound is BrCBr. The rat oral LD50 is 3.21, given as -log10 of the dose in mol/kg body weight (higher means more acutely toxic).